Predict which catalyst facilitates the given reaction. From a dataset of Catalyst prediction with 721,799 reactions and 888 catalyst types from USPTO. (1) Reactant: [Br:1][C:2]1[C:3]([F:16])=[CH:4][CH:5]=[C:6]2[C:11]=1[NH:10][C:9](=O)[N:8]([CH2:13][CH3:14])[C:7]2=[O:15].P(Cl)(Cl)([Cl:19])=O.CCN(C(C)C)C(C)C.[OH-].[Na+]. Product: [Br:1][C:2]1[C:3]([F:16])=[CH:4][CH:5]=[C:6]2[C:11]=1[N:10]=[C:9]([Cl:19])[N:8]([CH2:13][CH3:14])[C:7]2=[O:15]. The catalyst class is: 6. (2) Reactant: [OH:1][C:2]1[CH:7]=[CH:6][C:5]([C:8](=[O:18])[C:9]([C:11]2[CH:16]=[CH:15][C:14]([OH:17])=[CH:13][CH:12]=2)=[O:10])=[CH:4][CH:3]=1.C([O-])([O-])=O.[K+].[K+].Br[CH2:26][CH2:27][CH2:28][Br:29]. Product: [Br:29][CH2:28][CH2:27][CH2:26][O:1][C:2]1[CH:3]=[CH:4][C:5]([C:8](=[O:18])[C:9]([C:11]2[CH:16]=[CH:15][C:14]([O:17][CH2:26][CH2:27][CH2:28][Br:29])=[CH:13][CH:12]=2)=[O:10])=[CH:6][CH:7]=1. The catalyst class is: 9. (3) Reactant: Cl[C:2]1[N:3]([CH2:10][C@:11]2([CH3:14])[CH2:13][O:12]2)[CH:4]=[C:5]([N+:7]([O-:9])=[O:8])[N:6]=1.[N:15]1([CH:21]2[CH2:26][CH2:25][N:24]([C:27]([O:29][C:30]([CH3:33])([CH3:32])[CH3:31])=[O:28])[CH2:23][CH2:22]2)[CH2:20][CH2:19][NH:18][CH2:17][CH2:16]1.C(O)C.[H-].[Na+]. Product: [CH3:14][C@@:11]1([CH2:13][N:18]2[CH2:19][CH2:20][N:15]([CH:21]3[CH2:22][CH2:23][N:24]([C:27]([O:29][C:30]([CH3:33])([CH3:32])[CH3:31])=[O:28])[CH2:25][CH2:26]3)[CH2:16][CH2:17]2)[O:12][C:2]2=[N:6][C:5]([N+:7]([O-:9])=[O:8])=[CH:4][N:3]2[CH2:10]1. The catalyst class is: 255. (4) Reactant: [NH2:1][C:2]1[CH:3]=[C:4]([CH:8]=[C:9](Br)[CH:10]=1)[C:5]([OH:7])=[O:6].[CH3:12][O:13][C:14]1[N:19]=[C:18]([CH3:20])[CH:17]=[C:16](B(O)O)[CH:15]=1.C(=O)([O-])[O-].[K+].[K+]. Product: [NH2:1][C:2]1[CH:3]=[C:4]([CH:8]=[C:9]([C:16]2[CH:15]=[C:14]([O:13][CH3:12])[N:19]=[C:18]([CH3:20])[CH:17]=2)[CH:10]=1)[C:5]([OH:7])=[O:6]. The catalyst class is: 70. (5) Reactant: FC(F)(F)C([O:5][C@@H:6]([CH3:43])[CH2:7][O:8][C:9]1[C:13]([CH3:14])=[C:12]([NH:15][C:16]([NH:18][C@H:19]2[C@H:23]([C:24]3[CH:29]=[CH:28][C:27]([F:30])=[C:26]([F:31])[CH:25]=3)[CH2:22][N:21]([C:32]3[CH:33]=[N:34][NH:35][CH:36]=3)[CH2:20]2)=[O:17])[N:11]([C:37]2[CH:42]=[CH:41][CH:40]=[CH:39][CH:38]=2)[N:10]=1)=O.[Li+].[OH-]. Product: [F:31][C:26]1[CH:25]=[C:24]([C@@H:23]2[CH2:22][N:21]([C:32]3[CH:36]=[N:35][NH:34][CH:33]=3)[CH2:20][C@H:19]2[NH:18][C:16]([NH:15][C:12]2[N:11]([C:37]3[CH:42]=[CH:41][CH:40]=[CH:39][CH:38]=3)[N:10]=[C:9]([O:8][CH2:7][C@@H:6]([OH:5])[CH3:43])[C:13]=2[CH3:14])=[O:17])[CH:29]=[CH:28][C:27]=1[F:30]. The catalyst class is: 200. (6) Reactant: [C:1]1([CH3:13])[CH:6]=[CH:5][C:4]([S:7]([N:10]=[C:11]=[O:12])(=[O:9])=[O:8])=[CH:3][CH:2]=1.[CH3:14][C:15]1[CH:16]=[C:17]([CH:19]=[C:20]([CH3:29])[C:21]=1[S:22]([CH2:25][N+:26]([O-:28])=[O:27])(=[O:24])=[O:23])[NH2:18]. Product: [CH3:29][C:20]1[CH:19]=[C:17]([NH:18][C:11]([NH:10][S:7]([C:4]2[CH:3]=[CH:2][C:1]([CH3:13])=[CH:6][CH:5]=2)(=[O:8])=[O:9])=[O:12])[CH:16]=[C:15]([CH3:14])[C:21]=1[S:22]([CH2:25][N+:26]([O-:28])=[O:27])(=[O:24])=[O:23]. The catalyst class is: 2.